This data is from Catalyst prediction with 721,799 reactions and 888 catalyst types from USPTO. The task is: Predict which catalyst facilitates the given reaction. (1) Reactant: [OH:1][C:2]1[CH:7]=[C:6]([O:8][CH3:9])[CH:5]=[CH:4][C:3]=1[C:10](=[O:12])[CH3:11].[C:13](OCC)(=O)[C:14]([O:16][CH2:17][CH3:18])=[O:15].[O-]CC.[Na+].Cl. Product: [CH3:9][O:8][C:6]1[CH:7]=[C:2]2[C:3]([C:10](=[O:12])[CH:11]=[C:13]([C:14]([O:16][CH2:17][CH3:18])=[O:15])[O:1]2)=[CH:4][CH:5]=1. The catalyst class is: 8. (2) Reactant: [Cl:1][C:2]1[CH:12]=[C:11]([C:13]([NH:15][CH:16]([CH3:19])[CH2:17][OH:18])=[O:14])[CH:10]=[CH:9][C:3]=1[C:4]([O:6][CH2:7][CH3:8])=[O:5].CC(OI1(OC(C)=O)(OC(C)=O)OC(=O)C2C=CC=CC1=2)=O. Product: [Cl:1][C:2]1[CH:12]=[C:11]([C:13]([NH:15][CH:16]([CH3:19])[CH:17]=[O:18])=[O:14])[CH:10]=[CH:9][C:3]=1[C:4]([O:6][CH2:7][CH3:8])=[O:5]. The catalyst class is: 4. (3) Reactant: C(OC(=O)[NH:7][C@H:8]([CH2:13][N:14]([C:26]1[CH:31]=[CH:30][C:29]([C:32]2[CH:37]=[CH:36][C:35]([CH2:38][O:39][CH3:40])=[CH:34][CH:33]=2)=[CH:28][CH:27]=1)[C:15]([CH:17]1[CH2:19][CH:18]1[C:20]1[CH:25]=[CH:24][CH:23]=[CH:22][N:21]=1)=[O:16])[C@@H:9]([CH3:12])[CH2:10][CH3:11])(C)(C)C.ClCCl.Cl. Product: [NH2:7][C@@H:8]([C@@H:9]([CH3:12])[CH2:10][CH3:11])[CH2:13][N:14]([C:26]1[CH:31]=[CH:30][C:29]([C:32]2[CH:33]=[CH:34][C:35]([CH2:38][O:39][CH3:40])=[CH:36][CH:37]=2)=[CH:28][CH:27]=1)[C:15]([C@@H:17]1[CH2:19][C@H:18]1[C:20]1[CH:25]=[CH:24][CH:23]=[CH:22][N:21]=1)=[O:16]. The catalyst class is: 12. (4) Reactant: [F:1][C:2]1[CH:7]=[CH:6][C:5]([C:8]2[CH:13]=[CH:12][C:11]([S:14]([CH3:17])(=[O:16])=[O:15])=[CH:10][C:9]=2[C:18]([N:20]2[CH2:25][CH2:24][N:23]([C:26]3[N:31]=[CH:30][C:29]([C:32](=[O:34])[CH3:33])=[CH:28][CH:27]=3)[CH2:22][CH2:21]2)=[O:19])=[CH:4][CH:3]=1.[BH4-].[Na+]. Product: [F:1][C:2]1[CH:7]=[CH:6][C:5]([C:8]2[CH:13]=[CH:12][C:11]([S:14]([CH3:17])(=[O:16])=[O:15])=[CH:10][C:9]=2[C:18]([N:20]2[CH2:25][CH2:24][N:23]([C:26]3[N:31]=[CH:30][C:29]([CH:32]([OH:34])[CH3:33])=[CH:28][CH:27]=3)[CH2:22][CH2:21]2)=[O:19])=[CH:4][CH:3]=1. The catalyst class is: 5. (5) Reactant: Br[C:2]1[CH:3]=[CH:4][C:5]([C:12]([O:14][CH3:15])=[O:13])=[N:6][C:7]=1[O:8][CH2:9][CH2:10][F:11].Cl.[F:17][C:18]1([F:22])[CH2:21][NH:20][CH2:19]1.C1(P(C2C=CC=CC=2)C2C=CC3C(=CC=CC=3)C=2C2C3C(=CC=CC=3)C=CC=2P(C2C=CC=CC=2)C2C=CC=CC=2)C=CC=CC=1.C(=O)([O-])[O-].[Cs+].[Cs+]. Product: [F:17][C:18]1([F:22])[CH2:21][N:20]([C:2]2[CH:3]=[CH:4][C:5]([C:12]([O:14][CH3:15])=[O:13])=[N:6][C:7]=2[O:8][CH2:9][CH2:10][F:11])[CH2:19]1. The catalyst class is: 167. (6) Reactant: [Cl:1][C:2]1[CH:7]=[CH:6][C:5](Br)=[CH:4][CH:3]=1.[C:9]([O:13][C:14]([N:16]1[CH2:21][CH2:20][NH:19][C@H:18]([CH3:22])[CH2:17]1)=[O:15])([CH3:12])([CH3:11])[CH3:10].C1C=CC(P(C2C(C3C(P(C4C=CC=CC=4)C4C=CC=CC=4)=CC=C4C=3C=CC=C4)=C3C(C=CC=C3)=CC=2)C2C=CC=CC=2)=CC=1.CC(C)([O-])C.[Na+]. Product: [C:9]([O:13][C:14]([N:16]1[CH2:21][CH2:20][N:19]([C:5]2[CH:6]=[CH:7][C:2]([Cl:1])=[CH:3][CH:4]=2)[C@H:18]([CH3:22])[CH2:17]1)=[O:15])([CH3:12])([CH3:10])[CH3:11]. The catalyst class is: 101. (7) Reactant: [CH3:1][C:2]([C:4]1[CH:9]=[CH:8][C:7](F)=[CH:6][C:5]=1[F:11])=[O:3].C([O-])([O-])=O.[K+].[K+].[Cl:18][C:19]1[CH:24]=[CH:23][CH:22]=[CH:21][C:20]=1[OH:25]. Product: [Cl:18][C:19]1[CH:24]=[CH:23][CH:22]=[CH:21][C:20]=1[O:25][C:7]1[CH:8]=[CH:9][C:4]([C:2](=[O:3])[CH3:1])=[C:5]([F:11])[CH:6]=1. The catalyst class is: 16.